This data is from Peptide-MHC class I binding affinity with 185,985 pairs from IEDB/IMGT. The task is: Regression. Given a peptide amino acid sequence and an MHC pseudo amino acid sequence, predict their binding affinity value. This is MHC class I binding data. The peptide sequence is LARQHIAAL. The MHC is HLA-A69:01 with pseudo-sequence HLA-A69:01. The binding affinity (normalized) is 0.0847.